The task is: Predict hERG channel inhibition at various concentrations.. This data is from hERG Central: cardiac toxicity at 1µM, 10µM, and general inhibition. (1) The compound is Cc1cccn2c(=O)c3cc(C#N)c(=O)n(CCCN4CCOCC4)c3nc12. Results: hERG_inhib (hERG inhibition (general)): blocker. (2) The drug is Cc1cc(C)c(NC(=O)C2CCCN2CCOC(=O)c2cccc([N+](=O)[O-])c2)c(C)c1.Cl. Results: hERG_inhib (hERG inhibition (general)): blocker. (3) The drug is CCCCC(=O)N1CCN(c2nc3ccc(Br)cc3s2)CC1. Results: hERG_inhib (hERG inhibition (general)): blocker.